From a dataset of Catalyst prediction with 721,799 reactions and 888 catalyst types from USPTO. Predict which catalyst facilitates the given reaction. (1) Reactant: [F:1][C:2]1[CH:7]=[CH:6][CH:5]=[C:4]([F:8])[C:3]=1[C:9]1[CH:10]=[C:11]2[C:15](=[CH:16][CH:17]=1)[N:14](S(C1C=CC(C)=CC=1)(=O)=O)[CH:13]=[C:12]2[C:28]1[CH:33]=[C:32]([O:34][CH3:35])[N:31]=[C:30]([N:36]2[CH2:41][CH2:40][CH:39]([NH:42][C:43](=[O:49])[O:44][C:45]([CH3:48])([CH3:47])[CH3:46])[CH2:38][CH2:37]2)[N:29]=1.[OH-].[Na+]. Product: [F:8][C:4]1[CH:5]=[CH:6][CH:7]=[C:2]([F:1])[C:3]=1[C:9]1[CH:10]=[C:11]2[C:15](=[CH:16][CH:17]=1)[NH:14][CH:13]=[C:12]2[C:28]1[CH:33]=[C:32]([O:34][CH3:35])[N:31]=[C:30]([N:36]2[CH2:41][CH2:40][CH:39]([NH:42][C:43](=[O:49])[O:44][C:45]([CH3:47])([CH3:46])[CH3:48])[CH2:38][CH2:37]2)[N:29]=1. The catalyst class is: 12. (2) Reactant: [Cl:1][C:2]1[CH:7]=[CH:6][C:5]([C:8](=[O:16])[C:9]2[CH:14]=[CH:13][C:12]([OH:15])=[CH:11][CH:10]=2)=[CH:4][C:3]=1[S:17]([N:20]=CN(C)C)(=[O:19])=[O:18].C(=O)([O-])[O-].[K+].[K+].Br[CH2:32][CH2:33][CH2:34][C:35]1[CH:40]=[CH:39][CH:38]=[CH:37][CH:36]=1. Product: [Cl:1][C:2]1[CH:7]=[CH:6][C:5]([C:8](=[O:16])[C:9]2[CH:14]=[CH:13][C:12]([O:15][CH2:32][CH2:33][CH2:34][C:35]3[CH:40]=[CH:39][CH:38]=[CH:37][CH:36]=3)=[CH:11][CH:10]=2)=[CH:4][C:3]=1[S:17]([NH2:20])(=[O:19])=[O:18]. The catalyst class is: 18. (3) Reactant: [CH2:1]([S:3]([C:6]1[CH:13]=[CH:12][C:11]([N+:14]([O-])=O)=[CH:10][C:7]=1[C:8]#[N:9])(=[O:5])=[O:4])[CH3:2]. Product: [NH2:14][C:11]1[CH:12]=[CH:13][C:6]([S:3]([CH2:1][CH3:2])(=[O:5])=[O:4])=[C:7]([CH:10]=1)[C:8]#[N:9]. The catalyst class is: 180. (4) The catalyst class is: 51. Reactant: Cl[C:2]1[N:7]=[C:6]([CH2:8][CH2:9][C:10]2[CH:15]=[CH:14][CH:13]=[CH:12][C:11]=2[N:16]([CH3:21])[S:17]([CH3:20])(=[O:19])=[O:18])[CH:5]=[CH:4][N:3]=1.[NH2:22][C:23]1[CH:24]=[C:25]2[C:30](=[CH:31][CH:32]=1)[NH:29][C:28](=[O:33])[CH2:27][CH2:26]2. Product: [CH3:21][N:16]([C:11]1[CH:12]=[CH:13][CH:14]=[CH:15][C:10]=1[CH2:9][CH2:8][C:6]1[CH:5]=[CH:4][N:3]=[C:2]([NH:22][C:23]2[CH:24]=[C:25]3[C:30](=[CH:31][CH:32]=2)[NH:29][C:28](=[O:33])[CH2:27][CH2:26]3)[N:7]=1)[S:17]([CH3:20])(=[O:19])=[O:18]. (5) Reactant: [O:1]([CH2:8][C@@H:9]([OH:44])[CH2:10][N:11]([CH2:19][CH2:20][CH:21]([C:33]1[CH:38]=[CH:37][C:36]([NH:39][C:40]([O:42][CH3:43])=[O:41])=[CH:35][CH:34]=1)[C:22]1[CH:27]=[CH:26][C:25]([NH:28][C:29]([O:31][CH3:32])=[O:30])=[CH:24][CH:23]=1)CC1C=CC=CC=1)[C:2]1[CH:7]=[CH:6][CH:5]=[CH:4][CH:3]=1. Product: [O:1]([CH2:8][C@@H:9]([OH:44])[CH2:10][NH:11][CH2:19][CH2:20][CH:21]([C:22]1[CH:23]=[CH:24][C:25]([NH:28][C:29]([O:31][CH3:32])=[O:30])=[CH:26][CH:27]=1)[C:33]1[CH:38]=[CH:37][C:36]([NH:39][C:40]([O:42][CH3:43])=[O:41])=[CH:35][CH:34]=1)[C:2]1[CH:7]=[CH:6][CH:5]=[CH:4][CH:3]=1. The catalyst class is: 43. (6) Product: [O:11]=[C:10]1[NH:9][CH2:8][CH:7]([CH2:12][CH2:13][NH:14][C:15](=[O:21])[O:16][C:17]([CH3:20])([CH3:19])[CH3:18])[N:6]2[C:2]([C:33]3[CH:38]=[CH:37][CH:36]=[CH:35][CH:34]=3)=[C:3]([C:22]3[CH:27]=[CH:26][CH:25]=[C:24]([O:28][C:29]([F:32])([F:31])[F:30])[CH:23]=3)[CH:4]=[C:5]12. The catalyst class is: 38. Reactant: I[C:2]1[N:6]2[CH:7]([CH2:12][CH2:13][NH:14][C:15](=[O:21])[O:16][C:17]([CH3:20])([CH3:19])[CH3:18])[CH2:8][NH:9][C:10](=[O:11])[C:5]2=[CH:4][C:3]=1[C:22]1[CH:27]=[CH:26][CH:25]=[C:24]([O:28][C:29]([F:32])([F:31])[F:30])[CH:23]=1.[C:33]1(B(O)O)[CH:38]=[CH:37][CH:36]=[CH:35][CH:34]=1.ClCCl.C(=O)([O-])[O-].[Cs+].[Cs+].